Predict the reactants needed to synthesize the given product. From a dataset of Full USPTO retrosynthesis dataset with 1.9M reactions from patents (1976-2016). (1) Given the product [Br:9][C:10]1[CH:19]=[C:18]2[C:13]([C:14]([Cl:1])=[CH:15][NH:16][C:17]2=[O:20])=[CH:12][CH:11]=1, predict the reactants needed to synthesize it. The reactants are: [Cl:1]N1C(=O)CCC1=O.[Br:9][C:10]1[CH:19]=[C:18]2[C:13]([CH:14]=[CH:15][NH:16][C:17]2=[O:20])=[CH:12][CH:11]=1. (2) Given the product [C:1]([O:5][C:6](=[O:20])[NH:7][C:8]1[CH:13]=[CH:12][C:11]([O:14][C:15]([F:18])([F:17])[F:16])=[CH:10][C:9]=1[NH:19][C:26](=[O:25])[CH2:27][C:28]([C:30]1[CH:35]=[CH:34][CH:33]=[C:32]([C:36]2[CH:41]=[CH:40][N:39]=[C:38]([CH3:42])[CH:37]=2)[CH:31]=1)=[O:29])([CH3:4])([CH3:2])[CH3:3], predict the reactants needed to synthesize it. The reactants are: [C:1]([O:5][C:6](=[O:20])[NH:7][C:8]1[CH:13]=[CH:12][C:11]([O:14][C:15]([F:18])([F:17])[F:16])=[CH:10][C:9]=1[NH2:19])([CH3:4])([CH3:3])[CH3:2].C([O:25][C:26](=O)[CH2:27][C:28]([C:30]1[CH:35]=[CH:34][CH:33]=[C:32]([C:36]2[CH:41]=[CH:40][N:39]=[C:38]([CH3:42])[CH:37]=2)[CH:31]=1)=[O:29])(C)(C)C. (3) Given the product [CH3:1][C:2]1[C:6]([C:7]2[C:8]([O:23][CH3:24])=[CH:9][C:10]3[C:11]4[N:21]([CH2:33][C:34]5[CH:39]=[CH:38][CH:37]=[CH:36][C:35]=5[C:40]#[N:41])[C:20](=[O:22])[O:19][C:12]=4[C:13]([CH2:17][OH:18])=[N:14][C:15]=3[CH:16]=2)=[C:5]([CH3:25])[O:4][N:3]=1, predict the reactants needed to synthesize it. The reactants are: [CH3:1][C:2]1[C:6]([C:7]2[C:8]([O:23][CH3:24])=[CH:9][C:10]3[C:11]4[NH:21][C:20](=[O:22])[O:19][C:12]=4[C:13]([CH2:17][OH:18])=[N:14][C:15]=3[CH:16]=2)=[C:5]([CH3:25])[O:4][N:3]=1.C([O-])([O-])=O.[Cs+].[Cs+].Br[CH2:33][C:34]1[CH:39]=[CH:38][CH:37]=[CH:36][C:35]=1[C:40]#[N:41]. (4) Given the product [CH3:23][C:15]1[CH:16]=[C:17]([C:18](=[O:19])[NH:30][CH3:28])[CH:21]=[CH:22][C:14]=1[N:11]1[CH2:12][CH2:13][N:8]([C:6]([O:5][C:1]([CH3:2])([CH3:4])[CH3:3])=[O:7])[CH2:9][CH2:10]1, predict the reactants needed to synthesize it. The reactants are: [C:1]([O:5][C:6]([N:8]1[CH2:13][CH2:12][N:11]([C:14]2[CH:22]=[CH:21][C:17]([C:18](O)=[O:19])=[CH:16][C:15]=2[CH3:23])[CH2:10][CH2:9]1)=[O:7])([CH3:4])([CH3:3])[CH3:2].Cl.CN.Cl.[CH2:28]([N:30]=C=NCCCN(C)C)C.O.N1(O)C2C=CC=CC=2N=N1.CN1CCOCC1.